From a dataset of Drug-target binding data from BindingDB patent sources. Regression. Given a target protein amino acid sequence and a drug SMILES string, predict the binding affinity score between them. We predict pAffinity (pAffinity = -log10(affinity in M)). Dataset: bindingdb_patent. The small molecule is CN1C[C@H](Cc2ccc(Cl)cc2)N(Cc2ccccc12)C1CCN(CC1)c1nnc(N)[nH]1. The target protein (Q9BZP6) has sequence MTKLILLTGLVLILNLQLGSAYQLTCYFTNWAQYRPGLGRFMPDNIDPCLCTHLIYAFAGRQNNEITTIEWNDVTLYQAFNGLKNKNSQLKTLLAIGGWNFGTAPFTAMVSTPENRQTFITSVIKFLRQYEFDGLDFDWEYPGSRGSPPQDKHLFTVLVQEMREAFEQEAKQINKPRLMVTAAVAAGISNIQSGYEIPQLSQYLDYIHVMTYDLHGSWEGYTGENSPLYKYPTDTGSNAYLNVDYVMNYWKDNGAPAEKLIVGFPTYGHNFILSNPSNTGIGAPTSGAGPAGPYAKESGIWAYYEICTFLKNGATQGWDAPQEVPYAYQGNVWVGYDNIKSFDIKAQWLKHNKFGGAMVWAIDLDDFTGTFCNQGKFPLISTLKKALGLQSASCTAPAQPIEPITAAPSGSGNGSGSSSSGGSSGGSGFCAVRANGLYPVANNRNAFWHCVNGVTYQQNCQAGLVFDTSCDCCNWA. The pAffinity is 7.0.